Dataset: Forward reaction prediction with 1.9M reactions from USPTO patents (1976-2016). Task: Predict the product of the given reaction. (1) The product is: [C:1]([CH2:3][NH:4][C:5]([C@@H:7]1[CH2:12][CH2:11][CH2:10][CH2:9][C@H:8]1[CH2:13][S:14]([C:17]1[CH:22]=[CH:21][C:20]([S:23][CH2:24][CH2:48][NH:50][C:25]([O:27][C:28]([CH3:29])([CH3:30])[CH3:31])=[O:26])=[CH:19][CH:18]=1)(=[O:16])=[O:15])=[O:6])#[N:2]. Given the reactants [C:1]([CH2:3][NH:4][C:5]([C@@H:7]1[CH2:12][CH2:11][CH2:10][CH2:9][C@H:8]1[CH2:13][S:14]([C:17]1[CH:22]=[CH:21][C:20]([S:23][CH3:24])=[CH:19][CH:18]=1)(=[O:16])=[O:15])=[O:6])#[N:2].[C:25](C(N)(S)C)([O:27][C:28]([CH3:31])([CH3:30])[CH3:29])=[O:26].C(=O)([O-])[O-].[Cs+].[Cs+].C(OCC)(=O)C.[C:48](#[N:50])C, predict the reaction product. (2) Given the reactants C(N(CC)CC)C.Cl.[N:9]1([CH2:14][C:15]2[CH:16]=[C:17]([CH:32]=[C:33]([Cl:35])[CH:34]=2)/[CH:18]=[CH:19]/[C:20]2[CH:25]=[CH:24][C:23]([N:26]3[CH2:31][CH2:30][NH:29][CH2:28][CH2:27]3)=[CH:22][CH:21]=2)[CH:13]=[CH:12][N:11]=[CH:10]1.[F:36][C:37]([F:50])([F:49])[O:38][C:39]1[CH:40]=[C:41]([S:45](Cl)(=[O:47])=[O:46])[CH:42]=[CH:43][CH:44]=1, predict the reaction product. The product is: [N:9]1([CH2:14][C:15]2[CH:16]=[C:17]([CH:32]=[C:33]([Cl:35])[CH:34]=2)/[CH:18]=[CH:19]/[C:20]2[CH:25]=[CH:24][C:23]([N:26]3[CH2:27][CH2:28][N:29]([S:45]([C:41]4[CH:42]=[CH:43][CH:44]=[C:39]([O:38][C:37]([F:36])([F:49])[F:50])[CH:40]=4)(=[O:47])=[O:46])[CH2:30][CH2:31]3)=[CH:22][CH:21]=2)[CH:13]=[CH:12][N:11]=[CH:10]1. (3) Given the reactants Cl[C:2]1[N:7]=[C:6]([NH:8][C:9]2[CH:14]=[CH:13][CH:12]=[C:11]([Cl:15])[CH:10]=2)[CH:5]=[CH:4][N:3]=1.[F:16][C:17]([F:26])([F:25])[C:18]1[CH:24]=[CH:23][C:21]([NH2:22])=[CH:20][CH:19]=1.FC(F)(F)C(O)=O, predict the reaction product. The product is: [Cl:15][C:11]1[CH:10]=[C:9]([NH:8][C:6]2[CH:5]=[CH:4][N:3]=[C:2]([NH:22][C:21]3[CH:23]=[CH:24][C:18]([C:17]([F:16])([F:25])[F:26])=[CH:19][CH:20]=3)[N:7]=2)[CH:14]=[CH:13][CH:12]=1. (4) Given the reactants [CH2:1]([C@H:3]1[N:8]([CH2:9][C:10]([F:13])([F:12])[F:11])[C:7]2[CH:14]=[CH:15][C:16]([NH:18][C:19](=[O:24])[C:20]([CH3:23])([CH3:22])[CH3:21])=[CH:17][C:6]=2[O:5][CH2:4]1)[CH3:2].[Li]CCCC.[F:30][C:31]([F:38])([F:37])[C:32](OCC)=[O:33].[Cl-].[NH4+], predict the reaction product. The product is: [CH2:1]([C@H:3]1[N:8]([CH2:9][C:10]([F:13])([F:11])[F:12])[C:7]2[CH:14]=[CH:15][C:16]([NH:18][C:19](=[O:24])[C:20]([CH3:23])([CH3:22])[CH3:21])=[C:17]([C:32](=[O:33])[C:31]([F:38])([F:37])[F:30])[C:6]=2[O:5][CH2:4]1)[CH3:2].